Dataset: Peptide-MHC class I binding affinity with 185,985 pairs from IEDB/IMGT. Task: Regression. Given a peptide amino acid sequence and an MHC pseudo amino acid sequence, predict their binding affinity value. This is MHC class I binding data. The peptide sequence is YEDQLHRAS. The MHC is HLA-B58:01 with pseudo-sequence HLA-B58:01. The binding affinity (normalized) is 0.0847.